From a dataset of Full USPTO retrosynthesis dataset with 1.9M reactions from patents (1976-2016). Predict the reactants needed to synthesize the given product. (1) The reactants are: [C:1]1([N:7]2[CH:11]=[CH:10][CH:9]=[N:8]2)[CH:6]=[CH:5][CH:4]=[CH:3][CH:2]=1.C([Li])CCC.[B:17](OC(C)C)([O:22]C(C)C)[O:18]C(C)C.C(O)(=O)C. Given the product [C:1]1([N:7]2[C:11]([B:17]([OH:22])[OH:18])=[CH:10][CH:9]=[N:8]2)[CH:2]=[CH:3][CH:4]=[CH:5][CH:6]=1, predict the reactants needed to synthesize it. (2) The reactants are: [C:1]([O-:4])(=[S:3])[CH3:2].[K+].[C:6]([O:10][C:11](=[O:20])[CH:12]([CH:15]1[CH2:19][CH2:18][CH2:17][CH2:16]1)[CH2:13]Br)([CH3:9])([CH3:8])[CH3:7]. Given the product [C:6]([O:10][C:11](=[O:20])[CH:12]([CH:15]1[CH2:16][CH2:17][CH2:18][CH2:19]1)[CH2:13][S:3][C:1](=[O:4])[CH3:2])([CH3:7])([CH3:8])[CH3:9], predict the reactants needed to synthesize it.